This data is from Peptide-MHC class I binding affinity with 185,985 pairs from IEDB/IMGT. The task is: Regression. Given a peptide amino acid sequence and an MHC pseudo amino acid sequence, predict their binding affinity value. This is MHC class I binding data. (1) The peptide sequence is AYIAFPTSCHMFI. The MHC is HLA-B57:01 with pseudo-sequence HLA-B57:01. The binding affinity (normalized) is 0.392. (2) The peptide sequence is YLYLRPYAL. The MHC is BoLA-D18.4 with pseudo-sequence BoLA-D18.4. The binding affinity (normalized) is 0.444. (3) The peptide sequence is DKFKAFVFAW. The MHC is Mamu-B17 with pseudo-sequence Mamu-B17. The binding affinity (normalized) is 0.406. (4) The peptide sequence is YPLHEQYGM. The MHC is HLA-B51:01 with pseudo-sequence HLA-B51:01. The binding affinity (normalized) is 0.247. (5) The peptide sequence is GHMMVIFRL. The MHC is HLA-B51:01 with pseudo-sequence HLA-B51:01. The binding affinity (normalized) is 0.0847. (6) The peptide sequence is MPFAWQFGF. The MHC is HLA-A32:07 with pseudo-sequence HLA-A32:07. The binding affinity (normalized) is 0.834.